From a dataset of Forward reaction prediction with 1.9M reactions from USPTO patents (1976-2016). Predict the product of the given reaction. (1) Given the reactants [O:1]1[CH2:6][CH2:5]C(=O)[CH2:3][CH2:2]1.[CH:8]([O:13][CH3:14])([O:11][CH3:12])OC, predict the reaction product. The product is: [CH3:14][O:13][C:8]1([O:11][CH3:12])[CH2:5][CH2:6][O:1][CH2:2][CH2:3]1. (2) Given the reactants [Cl:1][C:2]1[CH:7]=[CH:6][C:5]([CH:8]([C:13]2[C:21]3[C:16](=[C:17](I)[CH:18]=[CH:19][CH:20]=3)[NH:15][N:14]=2)[CH2:9][CH2:10][C:11]#[N:12])=[C:4]([F:23])[CH:3]=1.[CH3:24][S:25]([NH2:28])(=[O:27])=[O:26].[O-]P([O-])([O-])=O.[K+].[K+].[K+].O1CCOCC1, predict the reaction product. The product is: [Cl:1][C:2]1[CH:7]=[CH:6][C:5]([CH:8]([C:13]2[C:21]3[C:16](=[C:17]([NH:28][S:25]([CH3:24])(=[O:27])=[O:26])[CH:18]=[CH:19][CH:20]=3)[NH:15][N:14]=2)[CH2:9][CH2:10][C:11]#[N:12])=[C:4]([F:23])[CH:3]=1.